This data is from NCI-60 drug combinations with 297,098 pairs across 59 cell lines. The task is: Regression. Given two drug SMILES strings and cell line genomic features, predict the synergy score measuring deviation from expected non-interaction effect. (1) Drug 1: CS(=O)(=O)C1=CC(=C(C=C1)C(=O)NC2=CC(=C(C=C2)Cl)C3=CC=CC=N3)Cl. Drug 2: COC1=C(C=C2C(=C1)N=CN=C2NC3=CC(=C(C=C3)F)Cl)OCCCN4CCOCC4. Cell line: CCRF-CEM. Synergy scores: CSS=18.9, Synergy_ZIP=-2.23, Synergy_Bliss=2.11, Synergy_Loewe=1.42, Synergy_HSA=1.85. (2) Drug 1: CCC(=C(C1=CC=CC=C1)C2=CC=C(C=C2)OCCN(C)C)C3=CC=CC=C3.C(C(=O)O)C(CC(=O)O)(C(=O)O)O. Drug 2: C(=O)(N)NO. Cell line: UO-31. Synergy scores: CSS=4.08, Synergy_ZIP=-1.43, Synergy_Bliss=1.62, Synergy_Loewe=-1.33, Synergy_HSA=0.276. (3) Drug 1: CCCS(=O)(=O)NC1=C(C(=C(C=C1)F)C(=O)C2=CNC3=C2C=C(C=N3)C4=CC=C(C=C4)Cl)F. Drug 2: COC1=C2C(=CC3=C1OC=C3)C=CC(=O)O2. Cell line: SNB-75. Synergy scores: CSS=-0.201, Synergy_ZIP=0.845, Synergy_Bliss=2.08, Synergy_Loewe=0.892, Synergy_HSA=0.511. (4) Drug 1: CN(C(=O)NC(C=O)C(C(C(CO)O)O)O)N=O. Drug 2: CC1=C(C(=O)C2=C(C1=O)N3CC4C(C3(C2COC(=O)N)OC)N4)N. Cell line: UACC-257. Synergy scores: CSS=7.31, Synergy_ZIP=-2.70, Synergy_Bliss=0.331, Synergy_Loewe=-10.1, Synergy_HSA=0.968. (5) Drug 1: CCN(CC)CCNC(=O)C1=C(NC(=C1C)C=C2C3=C(C=CC(=C3)F)NC2=O)C. Drug 2: C1C(C(OC1N2C=NC3=C2NC=NCC3O)CO)O. Cell line: IGROV1. Synergy scores: CSS=-2.87, Synergy_ZIP=1.26, Synergy_Bliss=-0.690, Synergy_Loewe=-3.68, Synergy_HSA=-4.60. (6) Drug 1: CC(C1=C(C=CC(=C1Cl)F)Cl)OC2=C(N=CC(=C2)C3=CN(N=C3)C4CCNCC4)N. Drug 2: C1C(C(OC1N2C=C(C(=O)NC2=O)F)CO)O. Cell line: CAKI-1. Synergy scores: CSS=36.3, Synergy_ZIP=2.69, Synergy_Bliss=7.24, Synergy_Loewe=10.0, Synergy_HSA=10.7.